Dataset: Full USPTO retrosynthesis dataset with 1.9M reactions from patents (1976-2016). Task: Predict the reactants needed to synthesize the given product. (1) Given the product [F:1][C:2]1[CH:7]=[CH:6][C:5]([C:8]2[C:13]([C:14]([O:16][CH3:17])=[O:15])=[C:12]([CH:18]([CH3:20])[CH3:19])[N:11]=[C:10]([N:30]([CH3:29])[S:31]([CH3:34])(=[O:33])=[O:32])[N:9]=2)=[CH:4][CH:3]=1, predict the reactants needed to synthesize it. The reactants are: [F:1][C:2]1[CH:7]=[CH:6][C:5]([C:8]2[C:13]([C:14]([O:16][CH3:17])=[O:15])=[C:12]([CH:18]([CH3:20])[CH3:19])[N:11]=[C:10](OS(C(F)(F)F)(=O)=O)[N:9]=2)=[CH:4][CH:3]=1.[CH3:29][NH:30][S:31]([CH3:34])(=[O:33])=[O:32].C(=O)([O-])[O-].[K+].[K+].C(OCCCC)(=O)C. (2) Given the product [C:10]([NH:13][C:14]1[C:24]([N+:6]([O-:9])=[O:7])=[CH:23][C:17]([C:18]([O:20][CH2:21][CH3:22])=[O:19])=[CH:16][C:15]=1[CH3:25])(=[O:12])[CH3:11], predict the reactants needed to synthesize it. The reactants are: OS(O)(=O)=O.[N+:6]([O-:9])(O)=[O:7].[C:10]([NH:13][C:14]1[CH:24]=[CH:23][C:17]([C:18]([O:20][CH2:21][CH3:22])=[O:19])=[CH:16][C:15]=1[CH3:25])(=[O:12])[CH3:11]. (3) Given the product [CH3:12][N:2]([CH3:1])[C:3]1[CH:4]=[CH:5][C:6]([C:7]([NH:13][C:14]2[CH:30]=[CH:29][CH:28]=[CH:27][C:15]=2[C:16]([NH:18][C:19]2[CH:20]=[CH:21][C:22]([O:25][CH3:26])=[CH:23][CH:24]=2)=[O:17])=[O:9])=[CH:10][CH:11]=1, predict the reactants needed to synthesize it. The reactants are: [CH3:1][N:2]([CH3:12])[C:3]1[CH:11]=[CH:10][C:6]([C:7]([OH:9])=O)=[CH:5][CH:4]=1.[NH2:13][C:14]1[CH:30]=[CH:29][CH:28]=[CH:27][C:15]=1[C:16]([NH:18][C:19]1[CH:24]=[CH:23][C:22]([O:25][CH3:26])=[CH:21][CH:20]=1)=[O:17]. (4) Given the product [Br:7][C:8]1[CH:9]=[CH:10][C:11]([N:14]2[CH2:18][CH2:17][C@H:16]([NH:19][CH2:20][CH:21]([F:23])[F:22])[CH2:15]2)=[N:12][CH:13]=1, predict the reactants needed to synthesize it. The reactants are: B.C1COCC1.[Br:7][C:8]1[CH:9]=[CH:10][C:11]([N:14]2[CH2:18][CH2:17][C@H:16]([NH:19][C:20](=O)[CH:21]([F:23])[F:22])[CH2:15]2)=[N:12][CH:13]=1.C(O[BH-](OC(=O)C)OC(=O)C)(=O)C.[Na+].FC(F)(F)C(O)=O.